Dataset: Forward reaction prediction with 1.9M reactions from USPTO patents (1976-2016). Task: Predict the product of the given reaction. (1) Given the reactants [CH2:1]([N:7]1[C:14](=[O:15])[CH:13]2[CH:9](N=N[C:12]2([CH:25]([CH3:27])[CH3:26])[C:16]2[CH:21]=[CH:20][CH:19]=[C:18]([N+:22]([O-:24])=[O:23])[CH:17]=2)[C:8]1=[O:28])[CH2:2][CH2:3][CH2:4][CH2:5][CH3:6], predict the reaction product. The product is: [CH2:1]([N:7]1[C:14](=[O:15])[CH:13]2[CH:9]([C:12]2([CH:25]([CH3:27])[CH3:26])[C:16]2[CH:21]=[CH:20][CH:19]=[C:18]([N+:22]([O-:24])=[O:23])[CH:17]=2)[C:8]1=[O:28])[CH2:2][CH2:3][CH2:4][CH2:5][CH3:6]. (2) Given the reactants [F:1][C:2]1[CH:7]=[C:6](B2OC(C)(C)C(C)(C)O2)[CH:5]=[CH:4][C:3]=1[C:17]1[CH:18]=[N:19][C:20]([NH2:23])=[N:21][CH:22]=1.Br[C:25]1[CH:30]=[CH:29][CH:28]=[CH:27][C:26]=1[S:31]([CH2:34][C:35]([NH2:37])=[O:36])(=[O:33])=[O:32], predict the reaction product. The product is: [NH2:23][C:20]1[N:21]=[CH:22][C:17]([C:3]2[CH:4]=[CH:5][C:6]([C:25]3[CH:30]=[CH:29][CH:28]=[CH:27][C:26]=3[S:31]([CH2:34][C:35]([NH2:37])=[O:36])(=[O:33])=[O:32])=[CH:7][C:2]=2[F:1])=[CH:18][N:19]=1. (3) The product is: [CH2:3]([O:15][CH2:14][C:4]1[CH:9]=[CH:8][CH:7]=[CH:6][CH:5]=1)[C:4]1[CH:9]=[CH:8][CH:7]=[CH:6][CH:5]=1. Given the reactants [H-].[Na+].[CH2:3](Br)[C:4]1[CH:9]=[CH:8][CH:7]=[CH:6][CH:5]=1.CN([CH:14]=[O:15])C, predict the reaction product. (4) Given the reactants [NH:1]1[CH:5]=[CH:4][CH:3]=[N:2]1.Br[C:7]1[N:12]=[CH:11][CH:10]=[CH:9][N:8]=1.C([O-])([O-])=O.[Cs+].[Cs+], predict the reaction product. The product is: [N:1]1([C:7]2[N:12]=[CH:11][CH:10]=[CH:9][N:8]=2)[CH:5]=[CH:4][CH:3]=[N:2]1. (5) Given the reactants [C:1]([CH2:3][C:4]([O:6][C:7]([CH3:10])([CH3:9])[CH3:8])=[O:5])#[N:2].[H-].[Na+].Cl[C:14]1[N:15]=[N:16][CH:17]=[C:18]([CH3:20])[CH:19]=1, predict the reaction product. The product is: [C:1]([CH:3]([C:14]1[N:15]=[N:16][CH:17]=[C:18]([CH3:20])[CH:19]=1)[C:4]([O:6][C:7]([CH3:10])([CH3:9])[CH3:8])=[O:5])#[N:2]. (6) Given the reactants [F:1][C:2]1[CH:3]=[C:4]([CH2:19][OH:20])[CH:5]=[CH:6][C:7]=1[O:8][C:9]1[CH:14]=[CH:13][N:12]=[C:11]([C:15]([F:18])([F:17])[F:16])[CH:10]=1.C(OC([N:28]1[C:36]2[N:31]([C:32](=[O:38])[N:33]=[C:34](Cl)[CH:35]=2)[CH2:30][C@@H:29]1[CH3:39])=O)(C)(C)C, predict the reaction product. The product is: [F:1][C:2]1[CH:3]=[C:4]([CH:5]=[CH:6][C:7]=1[O:8][C:9]1[CH:14]=[CH:13][N:12]=[C:11]([C:15]([F:16])([F:17])[F:18])[CH:10]=1)[CH2:19][O:20][C:34]1[CH:35]=[C:36]2[NH:28][C@@H:29]([CH3:39])[CH2:30][N:31]2[C:32](=[O:38])[N:33]=1.